Dataset: Peptide-MHC class II binding affinity with 134,281 pairs from IEDB. Task: Regression. Given a peptide amino acid sequence and an MHC pseudo amino acid sequence, predict their binding affinity value. This is MHC class II binding data. (1) The peptide sequence is EKKIFAATQFEPLAA. The MHC is HLA-DQA10401-DQB10402 with pseudo-sequence HLA-DQA10401-DQB10402. The binding affinity (normalized) is 0.418. (2) The peptide sequence is MNIKLQMPLYVAGYK. The MHC is DRB1_1201 with pseudo-sequence DRB1_1201. The binding affinity (normalized) is 0.470. (3) The peptide sequence is TFGAASNKAFAEGLS. The MHC is HLA-DQA10104-DQB10503 with pseudo-sequence HLA-DQA10104-DQB10503. The binding affinity (normalized) is 0. (4) The peptide sequence is ARTISEAGQAMASTE. The MHC is DRB1_1501 with pseudo-sequence DRB1_1501. The binding affinity (normalized) is 0.380. (5) The peptide sequence is MSGPMQQLTQPLQQV. The MHC is DRB1_0901 with pseudo-sequence DRB1_0901. The binding affinity (normalized) is 0.243. (6) The peptide sequence is APPRLICDSRVLERY. The MHC is DRB1_1302 with pseudo-sequence DRB1_1302. The binding affinity (normalized) is 0.538. (7) The peptide sequence is ILFSYFQDLVITLPF. The MHC is HLA-DPA10201-DPB10101 with pseudo-sequence HLA-DPA10201-DPB10101. The binding affinity (normalized) is 0.359. (8) The peptide sequence is FFALCVLGLVAAALP. The MHC is DRB1_1602 with pseudo-sequence DRB1_1602. The binding affinity (normalized) is 0.654.